This data is from In vitro SARS-CoV-2 activity screen of 1,480 approved drugs from Prestwick library. The task is: Binary Classification. Given a drug SMILES string, predict its activity (active/inactive) in a high-throughput screening assay against a specified biological target. The result is 0 (inactive). The drug is COc1cc(-c2ccc(N=Nc3ccc4c(S(=O)(=O)[O-])cc(S(=O)(=O)[O-])c(N)c4c3O)c(OC)c2)ccc1N=Nc1ccc2c(S(=O)(=O)[O-])cc(S(=O)(=O)[O-])c(N)c2c1O.[Na+].[Na+].[Na+].[Na+].